Dataset: Reaction yield outcomes from USPTO patents with 853,638 reactions. Task: Predict the reaction yield, written as a fraction of the theoretical maximum amount of product (1.0 means a 100% yield; for example, 0.34 means a 34% yield). The reactants are [CH3:1][NH:2][C:3]1[CH:10]=[CH:9][C:6]([C:7]#[N:8])=[CH:5][C:4]=1[N+:11]([O-])=O.[H][H]. The catalyst is CCOC(C)=O.[Pd]. The product is [NH2:11][C:4]1[CH:5]=[C:6]([CH:9]=[CH:10][C:3]=1[NH:2][CH3:1])[C:7]#[N:8]. The yield is 0.930.